Predict which catalyst facilitates the given reaction. From a dataset of Catalyst prediction with 721,799 reactions and 888 catalyst types from USPTO. Product: [Br:1][C:2]1[C:7]([S:15]([Cl:18])(=[O:16])=[O:12])=[CH:6][C:5]([Cl:9])=[CH:4][N:3]=1.[Cl:10][C:2]1[C:7]([S:15]([Cl:18])(=[O:16])=[O:12])=[CH:6][C:5]([Cl:9])=[CH:4][N:3]=1. Reactant: [Br:1][C:2]1[C:7](N)=[CH:6][C:5]([Cl:9])=[CH:4][N:3]=1.[ClH:10].N([O-])=[O:12].[Na+].[S:15]([Cl:18])(Cl)=[O:16]. The catalyst class is: 6.